Task: Predict the reaction yield, written as a fraction of the theoretical maximum amount of product (1.0 means a 100% yield; for example, 0.34 means a 34% yield).. Dataset: Reaction yield outcomes from USPTO patents with 853,638 reactions (1) The reactants are FC(F)(F)S(O[C:7]1[CH:12]=[CH:11][C:10]([C:13]2[C:18]([CH3:19])=[N:17][C:16]([CH3:20])=[C:15]([C:21](=[O:23])[NH2:22])[N:14]=2)=[CH:9][CH:8]=1)(=O)=O.[Cl:26][C:27]1[CH:28]=[C:29]([CH:42]([CH3:47])[C:43]([O:45][CH3:46])=[O:44])[CH:30]=[CH:31][C:32]=1B1OC(C)(C)C(C)(C)O1.P([O-])([O-])([O-])=O.[K+].[K+].[K+].CO. The catalyst is COCCOC.C1C=CC(P(C2C=CC=CC=2)[C-]2C=CC=C2)=CC=1.C1C=CC(P(C2C=CC=CC=2)[C-]2C=CC=C2)=CC=1.Cl[Pd]Cl.[Fe+2].C(Cl)Cl.O. The product is [C:21]([C:15]1[N:14]=[C:13]([C:10]2[CH:11]=[CH:12][C:7]([C:32]3[CH:31]=[CH:30][C:29]([CH:42]([CH3:47])[C:43]([O:45][CH3:46])=[O:44])=[CH:28][C:27]=3[Cl:26])=[CH:8][CH:9]=2)[C:18]([CH3:19])=[N:17][C:16]=1[CH3:20])(=[O:23])[NH2:22]. The yield is 0.596. (2) The reactants are [NH2:1][C:2]1[N:9]=[CH:8][C:7]([Cl:10])=[CH:6][C:3]=1[CH:4]=O.CC1(C)[O:17][C:16](=O)[CH:15]=[C:14]([CH3:19])[O:13]1. No catalyst specified. The product is [C:14]([C:15]1[C:16](=[O:17])[NH:1][C:2]2[C:3]([CH:4]=1)=[CH:6][C:7]([Cl:10])=[CH:8][N:9]=2)(=[O:13])[CH3:19]. The yield is 0.643. (3) The reactants are [CH2:1]([O:3][C:4]([C:6]1[CH:7]=[C:8]2[C:14](I)=[CH:13][N:12]([S:16]([C:19]3[CH:24]=[CH:23][CH:22]=[CH:21][CH:20]=3)(=[O:18])=[O:17])[C:9]2=[N:10][CH:11]=1)=[O:5])[CH3:2].[O:25]1[CH:29]=[CH:28][C:27](B(O)O)=[CH:26]1.C([O-])([O-])=O.[Na+].[Na+].[Li+].[Cl-]. The catalyst is Cl[Pd](Cl)([P](C1C=CC=CC=1)(C1C=CC=CC=1)C1C=CC=CC=1)[P](C1C=CC=CC=1)(C1C=CC=CC=1)C1C=CC=CC=1.C1(C)C=CC=CC=1.CCO. The product is [CH2:1]([O:3][C:4]([C:6]1[CH:7]=[C:8]2[C:14]([C:27]3[CH:28]=[CH:29][O:25][CH:26]=3)=[CH:13][N:12]([S:16]([C:19]3[CH:24]=[CH:23][CH:22]=[CH:21][CH:20]=3)(=[O:18])=[O:17])[C:9]2=[N:10][CH:11]=1)=[O:5])[CH3:2]. The yield is 0.770. (4) The reactants are [Cl:1][C:2]1[CH:10]=[C:9]2[C:5]([C:6]([CH:11]=[O:12])=[CH:7][NH:8]2)=[CH:4][CH:3]=1.[H-].[Na+].[CH3:15][O:16][C:17]1[CH:22]=[CH:21][C:20]([S:23](Cl)(=[O:25])=[O:24])=[CH:19][C:18]=1[N:27]1[CH2:32][CH2:31][O:30][CH2:29][CH2:28]1. The catalyst is C1COCC1. The product is [Cl:1][C:2]1[CH:10]=[C:9]2[C:5]([C:6]([CH:11]=[O:12])=[CH:7][N:8]2[S:23]([C:20]2[CH:21]=[CH:22][C:17]([O:16][CH3:15])=[C:18]([N:27]3[CH2:32][CH2:31][O:30][CH2:29][CH2:28]3)[CH:19]=2)(=[O:24])=[O:25])=[CH:4][CH:3]=1. The yield is 0.826. (5) The reactants are [CH:1]1([CH2:4][O:5][C:6]2[N:11]=[CH:10][N:9]=[C:8]([NH2:12])[CH:7]=2)[CH2:3][CH2:2]1. The catalyst is CC(C)CO. The product is [CH2:4]([O:5][C:6]1[N:11]=[CH:10][N:9]=[C:8]([NH2:12])[CH:7]=1)[CH:1]([CH3:3])[CH3:2]. The yield is 0.760. (6) The reactants are C([O:8][C:9](=[O:39])[C@@H:10]([NH:20][C:21](=[O:38])[C@@H:22]([NH:24][C:25](=[O:37])[CH2:26][N:27]1[C:32]2[CH:33]=[CH:34][CH:35]=[CH:36][C:31]=2[O:30][CH2:29][CH2:28]1)[CH3:23])[CH2:11][C:12]1[CH:17]=[CH:16][C:15]([O:18][CH3:19])=[CH:14][CH:13]=1)C1C=CC=CC=1. The catalyst is CO.C1COCC1.[OH-].[OH-].[Pd+2]. The product is [O:30]1[C:31]2[CH:36]=[CH:35][CH:34]=[CH:33][C:32]=2[N:27]([CH2:26][C:25]([NH:24][C@@H:22]([CH3:23])[C:21]([NH:20][C@@H:10]([CH2:11][C:12]2[CH:13]=[CH:14][C:15]([O:18][CH3:19])=[CH:16][CH:17]=2)[C:9]([OH:39])=[O:8])=[O:38])=[O:37])[CH2:28][CH2:29]1. The yield is 0.990. (7) The reactants are [Cl:1][C:2]1[C:24]([Cl:25])=[CH:23][C:5]2[N:6]([CH2:20][O:21][CH3:22])[C:7]([C:9]3[NH:10][C:11]4[C:16]([CH:17]=3)=[CH:15][C:14]([CH:18]=[O:19])=[CH:13][CH:12]=4)=[N:8][C:4]=2[CH:3]=1.IC.[CH3:28]C(C)([O-])C.[K+].O. The catalyst is CN(C)C=O. The product is [Cl:1][C:2]1[C:24]([Cl:25])=[CH:23][C:5]2[N:6]([CH2:20][O:21][CH3:22])[C:7]([C:9]3[N:10]([CH3:28])[C:11]4[C:16]([CH:17]=3)=[CH:15][C:14]([CH:18]=[O:19])=[CH:13][CH:12]=4)=[N:8][C:4]=2[CH:3]=1. The yield is 0.900.